From a dataset of CYP2D6 inhibition data for predicting drug metabolism from PubChem BioAssay. Regression/Classification. Given a drug SMILES string, predict its absorption, distribution, metabolism, or excretion properties. Task type varies by dataset: regression for continuous measurements (e.g., permeability, clearance, half-life) or binary classification for categorical outcomes (e.g., BBB penetration, CYP inhibition). Dataset: cyp2d6_veith. The molecule is COc1cccc(Cn2c(=O)c(-c3cn(C)c4ccccc34)nc3cncnc32)c1. The result is 0 (non-inhibitor).